Dataset: Full USPTO retrosynthesis dataset with 1.9M reactions from patents (1976-2016). Task: Predict the reactants needed to synthesize the given product. (1) Given the product [CH2:14]([C:17]1[CH:23]=[CH:22][C:20]([NH:21][CH2:1][C:3]2[CH:4]=[CH:5][C:6]3[O:10][C:9]([C:11]#[N:12])=[CH:8][C:7]=3[CH:13]=2)=[CH:19][C:18]=1[C:24]([F:25])([F:26])[F:27])[CH2:15][CH3:16], predict the reactants needed to synthesize it. The reactants are: [CH:1]([C:3]1[CH:4]=[CH:5][C:6]2[O:10][C:9]([C:11]#[N:12])=[CH:8][C:7]=2[CH:13]=1)=O.[CH2:14]([C:17]1[CH:23]=[CH:22][C:20]([NH2:21])=[CH:19][C:18]=1[C:24]([F:27])([F:26])[F:25])[CH2:15][CH3:16].[BH4-].[Na+]. (2) Given the product [CH:1]([C@@H:4]1[C:10]2[CH:11]=[CH:12][C:13]([C:15]([O:17][CH3:18])=[O:16])=[CH:14][C:9]=2[O:8][CH2:7][CH2:6][N:5]1[C:39]([CH:36]1[CH2:37][CH2:38][O:33][CH2:34][CH2:35]1)=[O:40])([CH3:3])[CH3:2], predict the reactants needed to synthesize it. The reactants are: [CH:1]([C@@H:4]1[C:10]2[CH:11]=[CH:12][C:13]([C:15]([O:17][CH3:18])=[O:16])=[CH:14][C:9]=2[O:8][CH2:7][CH2:6][NH:5]1)([CH3:3])[CH3:2].C(O)(C(F)(F)F)=O.CCN(CC)CC.[O:33]1[CH2:38][CH2:37][CH:36]([C:39](Cl)=[O:40])[CH2:35][CH2:34]1.